This data is from Reaction yield outcomes from USPTO patents with 853,638 reactions. The task is: Predict the reaction yield, written as a fraction of the theoretical maximum amount of product (1.0 means a 100% yield; for example, 0.34 means a 34% yield). (1) The reactants are [CH3:1][N:2]1[C:10]([CH3:11])=[C:9]2[C:4]([CH:5]=[C:6]([NH2:12])[CH:7]=[CH:8]2)=[N:3]1.C[Al](C)C.C[O:18][C:19](=O)[C:20]1[CH:25]=[CH:24][CH:23]=[CH:22][C:21]=1[NH:26][CH2:27][C:28]1[CH:33]=[CH:32][N:31]=[C:30]([NH:34][C:35]([N:37]([CH3:39])[CH3:38])=[O:36])[CH:29]=1.C(=O)([O-])O.[Na+]. The catalyst is ClCCCl.ClCCl. The product is [CH3:1][N:2]1[C:10]([CH3:11])=[C:9]2[C:4]([CH:5]=[C:6]([NH:12][C:19](=[O:18])[C:20]3[CH:25]=[CH:24][CH:23]=[CH:22][C:21]=3[NH:26][CH2:27][C:28]3[CH:33]=[CH:32][N:31]=[C:30]([NH:34][C:35]([N:37]([CH3:38])[CH3:39])=[O:36])[CH:29]=3)[CH:7]=[CH:8]2)=[N:3]1. The yield is 0.150. (2) The reactants are F[C:2]1[CH:7]=[CH:6][C:5]([F:8])=[CH:4][C:3]=1[N+:9]([O-:11])=[O:10].[CH2:12]([N:14]1[C:18]([C:19]2[CH:20]=[C:21]([CH:24]=[CH:25][CH:26]=2)[C:22]#[N:23])=[CH:17][C:16](=[O:27])[NH:15]1)[CH3:13].C(=O)([O-])[O-].[K+].[K+]. The catalyst is CS(C)=O. The product is [CH2:12]([N:14]1[C:18]([C:19]2[CH:20]=[C:21]([CH:24]=[CH:25][CH:26]=2)[C:22]#[N:23])=[CH:17][C:16]([O:27][C:2]2[CH:7]=[CH:6][C:5]([F:8])=[CH:4][C:3]=2[N+:9]([O-:11])=[O:10])=[N:15]1)[CH3:13]. The yield is 0.400. (3) The reactants are Cl.[O:2]=[C:3]1[NH:12][C:11]2[N:10]=[CH:9][C:8](/[CH:13]=[CH:14]/[C:15]([OH:17])=O)=[CH:7][C:6]=2[CH2:5][CH2:4]1.Cl.[CH2:19]([S:24]([CH:27]1[CH2:30][NH:29][CH2:28]1)(=[O:26])=[O:25])[CH2:20][CH2:21][CH2:22][CH3:23].CCN(C(C)C)C(C)C.CCN=C=NCCCN(C)C. The catalyst is CN(C1C=CN=CC=1)C.CN(C=O)C. The product is [CH2:19]([S:24]([CH:27]1[CH2:30][N:29]([C:15](=[O:17])/[CH:14]=[CH:13]/[C:8]2[CH:7]=[C:6]3[C:11](=[N:10][CH:9]=2)[NH:12][C:3](=[O:2])[CH2:4][CH2:5]3)[CH2:28]1)(=[O:26])=[O:25])[CH2:20][CH2:21][CH2:22][CH3:23]. The yield is 0.190. (4) The reactants are N1C=CC=CC=1.[CH3:7][O:8][C:9]1[CH:14]=[CH:13][C:12]([CH2:15][CH2:16][CH2:17][CH2:18][OH:19])=[CH:11][CH:10]=1.[C:20]1([CH3:30])[CH:25]=[CH:24][C:23]([S:26](Cl)(=[O:28])=[O:27])=[CH:22][CH:21]=1. The catalyst is C(Cl)(Cl)Cl. The product is [CH3:7][O:8][C:9]1[CH:14]=[CH:13][C:12]([CH2:15][CH2:16][CH2:17][CH2:18][O:19][S:26]([C:23]2[CH:24]=[CH:25][C:20]([CH3:30])=[CH:21][CH:22]=2)(=[O:28])=[O:27])=[CH:11][CH:10]=1. The yield is 0.660. (5) The reactants are [CH2:1]([OH:6])[CH2:2][CH2:3][CH2:4][CH3:5].S(Cl)([Cl:9])=O.[NH2:11][C@H:12]([C:14](O)=[O:15])[CH3:13]. No catalyst specified. The product is [ClH:9].[CH2:1]([O:6][C:14](=[O:15])[C@H:12]([CH3:13])[NH2:11])[CH2:2][CH2:3][CH2:4][CH3:5]. The yield is 0.737. (6) The reactants are C([O:3][C:4](=[O:24])[C:5]1[CH:10]=[CH:9][C:8]([O:11][CH3:12])=[C:7]([O:13][CH2:14][CH2:15][C:16]2[CH:21]=[CH:20][C:19]([Cl:22])=[CH:18][C:17]=2[Cl:23])[CH:6]=1)C. The catalyst is C(O)C.[OH-].[Na+]. The product is [Cl:23][C:17]1[CH:18]=[C:19]([Cl:22])[CH:20]=[CH:21][C:16]=1[CH2:15][CH2:14][O:13][C:7]1[CH:6]=[C:5]([CH:10]=[CH:9][C:8]=1[O:11][CH3:12])[C:4]([OH:24])=[O:3]. The yield is 0.730. (7) The reactants are [NH:1]1[CH2:6][CH2:5][NH:4][CH2:3][CH2:2]1.Cl[C:8]1[C:9]([Cl:17])=[N:10][C:11]2[C:12](=[CH:14][S:15][CH:16]=2)[N:13]=1. The catalyst is CCO. The product is [Cl:17][C:9]1[C:8]([N:1]2[CH2:6][CH2:5][NH:4][CH2:3][CH2:2]2)=[N:13][C:12]2[C:11](=[CH:16][S:15][CH:14]=2)[N:10]=1. The yield is 0.290. (8) The reactants are [CH3:1][C:2]1[C:10]2[C:5](=[CH:6][CH:7]=[C:8]([NH2:11])[CH:9]=2)[NH:4][N:3]=1.[Cl:12][C:13]1[CH:18]=[CH:17][C:16]([CH:19]2[CH2:24][C:23](=[O:25])[NH:22][C:21]([CH3:26])=[C:20]2[C:27](O)=[O:28])=[CH:15][C:14]=1[O:30][CH3:31].C(Cl)CCl.CCN(CC)CC. The catalyst is CN(C=O)C.CCOC(C)=O.Cl. The product is [Cl:12][C:13]1[CH:18]=[CH:17][C:16]([CH:19]2[CH2:24][C:23](=[O:25])[NH:22][C:21]([CH3:26])=[C:20]2[C:27]([NH:11][C:8]2[CH:9]=[C:10]3[C:5](=[CH:6][CH:7]=2)[NH:4][N:3]=[C:2]3[CH3:1])=[O:28])=[CH:15][C:14]=1[O:30][CH3:31]. The yield is 0.620. (9) The yield is 0.810. The catalyst is CCO. The product is [CH3:7][O:8][C:9](=[O:13])[CH2:10][N:11]([CH:1]=[O:2])[CH3:12]. The reactants are [CH:1](OCC)=[O:2].Cl.[CH3:7][O:8][C:9](=[O:13])[CH2:10][NH:11][CH3:12].C(=O)([O-])[O-].[K+].[K+].